This data is from Full USPTO retrosynthesis dataset with 1.9M reactions from patents (1976-2016). The task is: Predict the reactants needed to synthesize the given product. (1) Given the product [CH:25]1([CH2:28][O:29][NH:30][C:21]([C:10]2[CH:11]=[C:12]3[C:17](=[C:18]([F:19])[C:9]=2[NH:8][C:5]2[CH:6]=[CH:7][C:2]([Br:1])=[CH:3][C:4]=2[F:24])[N:16]=[CH:15][CH:14]=[C:13]3[CH3:20])=[O:22])[CH2:27][CH2:26]1, predict the reactants needed to synthesize it. The reactants are: [Br:1][C:2]1[CH:7]=[CH:6][C:5]([NH:8][C:9]2[C:18]([F:19])=[C:17]3[C:12]([C:13]([CH3:20])=[CH:14][CH:15]=[N:16]3)=[CH:11][C:10]=2[C:21](O)=[O:22])=[C:4]([F:24])[CH:3]=1.[CH:25]1([CH2:28][O:29][NH2:30])[CH2:27][CH2:26]1. (2) Given the product [C:15]([O:14][C:12](=[O:13])[CH2:11][N:5]1[CH:4]=[C:3]([C:2]([F:9])([F:8])[F:1])[CH:7]=[N:6]1)([CH3:18])([CH3:17])[CH3:16], predict the reactants needed to synthesize it. The reactants are: [F:1][C:2]([F:9])([F:8])[C:3]1[CH:4]=[N:5][NH:6][CH:7]=1.Br[CH2:11][C:12]([O:14][C:15]([CH3:18])([CH3:17])[CH3:16])=[O:13]. (3) Given the product [CH3:35][S:36]([NH:1][CH2:2][C:3](=[CH2:27])[C:4]([NH:6][C:7]1[CH:8]=[C:9]([C:13]2[C:14]3[C:21]([C:22]([O:24][CH2:25][CH3:26])=[O:23])=[CH:20][NH:19][C:15]=3[N:16]=[CH:17][N:18]=2)[CH:10]=[CH:11][CH:12]=1)=[O:5])(=[O:38])=[O:37], predict the reactants needed to synthesize it. The reactants are: [NH2:1][CH2:2][C:3](=[CH2:27])[C:4]([NH:6][C:7]1[CH:8]=[C:9]([C:13]2[C:14]3[C:21]([C:22]([O:24][CH2:25][CH3:26])=[O:23])=[CH:20][NH:19][C:15]=3[N:16]=[CH:17][N:18]=2)[CH:10]=[CH:11][CH:12]=1)=[O:5].C(N(CC)CC)C.[CH3:35][S:36](Cl)(=[O:38])=[O:37]. (4) Given the product [C:24]([C:23]1[CH:26]=[CH:27][C:20]([NH:1][C:2]2[S:6][N:5]=[C:4]([CH3:7])[C:3]=2[C:8]([NH:10][C:11]2[CH:16]=[CH:15][C:14]([F:17])=[C:13]([F:18])[CH:12]=2)=[O:9])=[N:21][CH:22]=1)#[N:25], predict the reactants needed to synthesize it. The reactants are: [NH2:1][C:2]1[S:6][N:5]=[C:4]([CH3:7])[C:3]=1[C:8]([NH:10][C:11]1[CH:16]=[CH:15][C:14]([F:17])=[C:13]([F:18])[CH:12]=1)=[O:9].Br[C:20]1[CH:27]=[CH:26][C:23]([C:24]#[N:25])=[CH:22][N:21]=1.C(=O)([O-])[O-].[Cs+].[Cs+].CC1(C)C2C(=C(P(C3C=CC=CC=3)C3C=CC=CC=3)C=CC=2)OC2C(P(C3C=CC=CC=3)C3C=CC=CC=3)=CC=CC1=2. (5) Given the product [N:1]([C@@H:4]1[CH2:8][CH2:7][CH2:6][C@H:5]1[O:9][S:25]([C:22]1[CH:21]=[CH:20][C:19]([N+:16]([O-:18])=[O:17])=[CH:24][CH:23]=1)(=[O:26])=[O:27])=[N+:2]=[N-:3], predict the reactants needed to synthesize it. The reactants are: [N:1]([C@@H:4]1[CH2:8][CH2:7][CH2:6][C@H:5]1[OH:9])=[N+:2]=[N-:3].N1C=CC=CC=1.[N+:16]([C:19]1[CH:24]=[CH:23][C:22]([S:25](Cl)(=[O:27])=[O:26])=[CH:21][CH:20]=1)([O-:18])=[O:17].[N+](C1C=CC(S(O)(=O)=O)=CC=1)([O-])=O. (6) Given the product [F:42][C:2]1([F:1])[CH2:6][CH2:5][N:4]([CH:7]2[CH2:12][CH2:11][N:10]([CH2:13][C:14]3[C:15]([C:32]4[CH:37]=[CH:36][CH:35]=[C:34]([C:38]([F:39])([F:40])[F:41])[CH:33]=4)=[N:16][C:17]4[C:22]([C:23]=3[C:24]([OH:26])=[O:25])=[CH:21][C:20]([S:28]([CH3:31])(=[O:30])=[O:29])=[CH:19][CH:18]=4)[CH2:9][CH2:8]2)[CH2:3]1, predict the reactants needed to synthesize it. The reactants are: [F:1][C:2]1([F:42])[CH2:6][CH2:5][N:4]([CH:7]2[CH2:12][CH2:11][N:10]([CH2:13][C:14]3[C:15]([C:32]4[CH:37]=[CH:36][CH:35]=[C:34]([C:38]([F:41])([F:40])[F:39])[CH:33]=4)=[N:16][C:17]4[C:22]([C:23]=3[C:24]([O:26]C)=[O:25])=[CH:21][C:20]([S:28]([CH3:31])(=[O:30])=[O:29])=[CH:19][CH:18]=4)[CH2:9][CH2:8]2)[CH2:3]1.O.[OH-].[K+]. (7) Given the product [Cl-:70].[CH3:28][O:27][C:10]1[CH:11]=[CH:12][C:13]2[C:8]([CH:9]=1)=[N+:7]([CH3:29])[C:6]1[C:15]3=[C:2]([C:26]4[CH:25]=[CH:24][C:19]([C:20]([O:22][CH3:23])=[O:21])=[CH:18][C:17]=4[S:16][C:14]=23)[CH:3]=[CH:4][CH:5]=1, predict the reactants needed to synthesize it. The reactants are: Br[C:2]1[C:15]2[C:6](=[N:7][C:8]3[C:13]([C:14]=2[S:16][C:17]2[CH:18]=[C:19]([CH:24]=[CH:25][CH:26]=2)[C:20]([O:22][CH3:23])=[O:21])=[CH:12][CH:11]=[C:10]([O:27][CH3:28])[CH:9]=3)[CH:5]=[CH:4][CH:3]=1.[CH2:29]1CCN2C(=NCCC2)CC1.C1(P(C2C=CC=CC=2)C2C=CC=CC=2C2C=CC=CC=2N(C)C)C=CC=CC=1.CI.[ClH:70].